This data is from M1 muscarinic receptor agonist screen with 61,833 compounds. The task is: Binary Classification. Given a drug SMILES string, predict its activity (active/inactive) in a high-throughput screening assay against a specified biological target. (1) The molecule is o1c2c(cc(C(=O)CCC)c1=O)cccc2. The result is 0 (inactive). (2) The compound is O(CCCNC(=O)c1c(n(c(c1C)C(OCC)=O)C)C)C(C)C. The result is 0 (inactive). (3) The molecule is o1c(N2CCN(CC2)c2ccccc2)c(nc1Cc1ccccc1)C#N. The result is 0 (inactive). (4) The drug is S(=O)(=O)(NC(Cc1ccccc1)C(=O)NCC(OCC)=O)c1sccc1. The result is 0 (inactive). (5) The drug is S(C=1N(CCN1)C(=O)c1occc1)C. The result is 0 (inactive).